Dataset: Forward reaction prediction with 1.9M reactions from USPTO patents (1976-2016). Task: Predict the product of the given reaction. (1) Given the reactants [CH2:1]([O:3][C:4]1[NH:8][C:7]2[CH:9]=[C:10]([C:14]3[C:15]([CH3:20])=[N:16][O:17][C:18]=3[CH3:19])[CH:11]=[C:12](I)[C:6]=2[N:5]=1)[CH3:2].[CH3:21][N:22]1[C:26](B2OC(C)(C)C(C)(C)O2)=[C:25]([C:36]2[CH:41]=[CH:40][CH:39]=[CH:38][CH:37]=2)[CH:24]=[N:23]1.COCCOC.C([O-])([O-])=O.[Cs+].[Cs+], predict the reaction product. The product is: [CH2:1]([O:3][C:4]1[NH:8][C:7]2[CH:9]=[C:10]([C:14]3[C:15]([CH3:20])=[N:16][O:17][C:18]=3[CH3:19])[CH:11]=[C:12]([C:26]3[N:22]([CH3:21])[N:23]=[CH:24][C:25]=3[C:36]3[CH:37]=[CH:38][CH:39]=[CH:40][CH:41]=3)[C:6]=2[N:5]=1)[CH3:2]. (2) Given the reactants [CH2:1]([NH:4][C:5]([C:7]1[C:8](=[O:24])[N:9]([C:14]2[CH:19]=[CH:18][CH:17]=[C:16]([C:20]([F:23])([F:22])[F:21])[CH:15]=2)[C:10]([CH3:13])=[CH:11][CH:12]=1)=[O:6])[C:2]#[CH:3].[OH:25][N:26]=[C:27](Cl)[CH3:28].O, predict the reaction product. The product is: [CH3:28][C:27]1[CH:3]=[C:2]([CH2:1][NH:4][C:5]([C:7]2[C:8](=[O:24])[N:9]([C:14]3[CH:19]=[CH:18][CH:17]=[C:16]([C:20]([F:21])([F:22])[F:23])[CH:15]=3)[C:10]([CH3:13])=[CH:11][CH:12]=2)=[O:6])[O:25][N:26]=1. (3) Given the reactants [C:1]([O:5][C:6]([N:8]1[CH2:13][CH2:12][N:11]([C:14]2[CH:19]=[CH:18][C:17]([NH2:20])=[C:16](N3C(C)=CC=C3C)[CH:15]=2)[CH2:10][CH2:9]1)=[O:7])([CH3:4])([CH3:3])[CH3:2].[C:28]([C:30]1[O:34][C:33]([C:35](Cl)=[O:36])=[CH:32][CH:31]=1)#[N:29].CC[N:40]([CH:44]([CH3:46])[CH3:45])[CH:41]([CH3:43])[CH3:42], predict the reaction product. The product is: [C:1]([O:5][C:6]([N:8]1[CH2:9][CH2:10][N:11]([C:14]2[CH:19]=[CH:18][C:17]([NH:20][C:35]([C:33]3[O:34][C:30]([C:28]#[N:29])=[CH:31][CH:32]=3)=[O:36])=[CH:16][C:15]=2[N:40]2[C:41]([CH3:42])=[CH:43][CH:46]=[C:44]2[CH3:45])[CH2:12][CH2:13]1)=[O:7])([CH3:2])([CH3:3])[CH3:4]. (4) Given the reactants [Br-].[Br-].[Br-].C([N+](CCCC)(CCCC)CCCC)CCC.C([N+](CCCC)(CCCC)CCCC)CCC.C([N+](CCCC)(CCCC)CCCC)CCC.[Br:55][C:56]1[CH:65]=[C:64]2[C:59]([CH2:60][CH2:61][CH2:62][C:63]2=[O:66])=[CH:58][CH:57]=1.C(=O)([O-])[O-].[Li+].[Li+].[Br-].[Li+], predict the reaction product. The product is: [Br:55][C:56]1[CH:65]=[C:64]2[C:59]([CH:60]=[CH:61][CH:62]=[C:63]2[OH:66])=[CH:58][CH:57]=1. (5) Given the reactants [Cl:1][C:2]1[CH:7]=[CH:6][C:5]([C:8]2[N:12]([C:13]3[CH:18]=[CH:17][C:16]([Cl:19])=[CH:15][C:14]=3[Cl:20])[N:11]=[C:10]([C:21]([OH:23])=O)[C:9]=2[S:24][CH3:25])=[CH:4][CH:3]=1.C1C=NC2N(O)N=NC=2C=1.Cl.CN(C)CCCN=C=NCC.[NH2:48][N:49]1[CH2:54][CH2:53][CH2:52][CH2:51][CH2:50]1, predict the reaction product. The product is: [Cl:1][C:2]1[CH:3]=[CH:4][C:5]([C:8]2[N:12]([C:13]3[CH:18]=[CH:17][C:16]([Cl:19])=[CH:15][C:14]=3[Cl:20])[N:11]=[C:10]([C:21]([NH:48][N:49]3[CH2:54][CH2:53][CH2:52][CH2:51][CH2:50]3)=[O:23])[C:9]=2[S:24][CH3:25])=[CH:6][CH:7]=1. (6) Given the reactants [Cl:1][C:2]1[C:6]([Cl:7])=[C:5]([CH3:8])[NH:4][C:3]=1[C:9]([NH:11][CH:12]1[CH2:17][CH2:16][N:15](C(OC(C)(C)C)=O)[CH2:14][CH2:13]1)=[O:10].Cl, predict the reaction product. The product is: [ClH:1].[Cl:1][C:2]1[C:6]([Cl:7])=[C:5]([CH3:8])[NH:4][C:3]=1[C:9]([NH:11][CH:12]1[CH2:17][CH2:16][NH:15][CH2:14][CH2:13]1)=[O:10]. (7) The product is: [Br:9][C:10]1[C:19]2[C:14](=[CH:15][CH:16]=[CH:17][CH:18]=2)[C:13]([C:20](=[O:22])[CH2:21][C:31]([C:26]2[CH:27]=[C:28]([Cl:30])[CH:29]=[C:24]([Cl:23])[CH:25]=2)([OH:36])[C:32]([F:35])([F:34])[F:33])=[CH:12][CH:11]=1. Given the reactants C([N-]C(C)C)(C)C.[Li+].[Br:9][C:10]1[C:19]2[C:14](=[CH:15][CH:16]=[CH:17][CH:18]=2)[C:13]([C:20](=[O:22])[CH3:21])=[CH:12][CH:11]=1.[Cl:23][C:24]1[CH:25]=[C:26]([C:31](=[O:36])[C:32]([F:35])([F:34])[F:33])[CH:27]=[C:28]([Cl:30])[CH:29]=1.Cl, predict the reaction product.